From a dataset of Reaction yield outcomes from USPTO patents with 853,638 reactions. Predict the reaction yield, written as a fraction of the theoretical maximum amount of product (1.0 means a 100% yield; for example, 0.34 means a 34% yield). (1) The reactants are C1(C(C2C=CC=CC=2)[N:8]2[C:16]3[C:11](=[CH:12][CH:13]=[CH:14][CH:15]=3)[C:10]3([C:24]4[C:19](=[CH:20][N:21]=[C:22]([O:25][CH3:26])[CH:23]=4)[O:18][CH2:17]3)[C:9]2=[O:27])C=CC=CC=1.C([SiH](CC)CC)C. The catalyst is FC(F)(F)C(O)=O. The product is [CH3:26][O:25][C:22]1[CH:23]=[C:24]2[C:10]3([C:11]4[C:16](=[CH:15][CH:14]=[CH:13][CH:12]=4)[NH:8][C:9]3=[O:27])[CH2:17][O:18][C:19]2=[CH:20][N:21]=1. The yield is 0.500. (2) The reactants are CO[N:3]([CH3:21])[C:4]([CH:6]1[CH2:8][CH:7]1[CH2:9][C:10]1[CH:11]=[C:12]2[C:16](=[CH:17][CH:18]=1)[NH:15][CH:14]=[C:13]2[C:19]#[N:20])=O.[CH3:22]NC.C(O[BH-](OC(=O)C)OC(=O)C)(=O)C.[Na+]. The catalyst is CO. The product is [CH3:22][N:3]([CH2:4][CH:6]1[CH2:8][CH:7]1[CH2:9][C:10]1[CH:11]=[C:12]2[C:16](=[CH:17][CH:18]=1)[NH:15][CH:14]=[C:13]2[C:19]#[N:20])[CH3:21]. The yield is 0.690. (3) The reactants are C(OC(=O)[N:7]([CH2:27][C:28](=[O:30])[CH3:29])[C:8]1[S:9][C:10]([C:13]2[CH:18]=[CH:17][N:16]=[C:15]([NH:19][C:20]3[CH:21]=[C:22]([CH3:26])[CH:23]=[CH:24][CH:25]=3)[N:14]=2)=[CH:11][CH:12]=1)(C)(C)C.Cl. The catalyst is O1CCOCC1. The product is [C:22]1([CH3:26])[CH:23]=[CH:24][CH:25]=[C:20]([NH:19][C:15]2[N:14]=[C:13]([C:10]3[S:9][C:8]([NH:7][CH2:27][C:28](=[O:30])[CH3:29])=[CH:12][CH:11]=3)[CH:18]=[CH:17][N:16]=2)[CH:21]=1. The yield is 0.105. (4) The reactants are [ClH:1].C[O:3][C:4]([C:6]1([NH:12][C:13]([C:15]2[CH:20]=[CH:19][C:18]([N:21]3[CH2:26][CH2:25][N:24]([CH2:27][CH2:28][CH3:29])[CH2:23][CH2:22]3)=[CH:17][CH:16]=2)=[O:14])[CH2:11][CH2:10][CH2:9][CH2:8][CH2:7]1)=[O:5]. No catalyst specified. The product is [ClH:1].[CH2:27]([N:24]1[CH2:23][CH2:22][N:21]([C:18]2[CH:17]=[CH:16][C:15]([C:13]([NH:12][C:6]3([C:4]([OH:5])=[O:3])[CH2:11][CH2:10][CH2:9][CH2:8][CH2:7]3)=[O:14])=[CH:20][CH:19]=2)[CH2:26][CH2:25]1)[CH2:28][CH3:29]. The yield is 0.410.